From a dataset of Full USPTO retrosynthesis dataset with 1.9M reactions from patents (1976-2016). Predict the reactants needed to synthesize the given product. (1) Given the product [C:27]([NH:37][CH2:38][C:39](=[O:45])[CH2:40][CH2:41][C:42]([O:1][CH2:2][CH2:3][CH2:4][CH2:5][CH2:6][CH2:7][CH2:8][CH2:9][CH2:10][CH2:11][CH2:12][CH2:13][CH2:14][CH2:15][CH2:16][C:17]([O:19][CH2:20][C:21]1[CH:22]=[CH:23][CH:24]=[CH:25][CH:26]=1)=[O:18])=[O:43])([O:29][CH2:30][C:31]1[CH:36]=[CH:35][CH:34]=[CH:33][CH:32]=1)=[O:28], predict the reactants needed to synthesize it. The reactants are: [OH:1][CH2:2][CH2:3][CH2:4][CH2:5][CH2:6][CH2:7][CH2:8][CH2:9][CH2:10][CH2:11][CH2:12][CH2:13][CH2:14][CH2:15][CH2:16][C:17]([O:19][CH2:20][C:21]1[CH:26]=[CH:25][CH:24]=[CH:23][CH:22]=1)=[O:18].[C:27]([NH:37][CH2:38][C:39](=[O:45])[CH2:40][CH2:41][C:42](O)=[O:43])([O:29][CH2:30][C:31]1[CH:36]=[CH:35][CH:34]=[CH:33][CH:32]=1)=[O:28].N1(C2C=CN=CC=2)CCCC1.C(N=C=NC(C)C)(C)C. (2) Given the product [CH2:3]1[CH:2]2[CH:6]([CH:7]3[CH2:11][CH:1]2[CH2:9][CH:8]3[NH2:12])[CH2:5][CH2:4]1, predict the reactants needed to synthesize it. The reactants are: [CH:1]12[CH2:11][CH:7]([C:8](=O)[CH2:9]1)[CH:6]1[CH:2]2[CH2:3][CH2:4][CH2:5]1.[NH3:12].[H][H].